From a dataset of Peptide-MHC class I binding affinity with 185,985 pairs from IEDB/IMGT. Regression. Given a peptide amino acid sequence and an MHC pseudo amino acid sequence, predict their binding affinity value. This is MHC class I binding data. (1) The peptide sequence is YLPTQQDVL. The MHC is Mamu-A02 with pseudo-sequence Mamu-A02. The binding affinity (normalized) is 0. (2) The peptide sequence is LQAGYIPV. The MHC is H-2-Db with pseudo-sequence H-2-Db. The binding affinity (normalized) is 0. (3) The peptide sequence is IMDEPTSSL. The MHC is HLA-B35:01 with pseudo-sequence HLA-B35:01. The binding affinity (normalized) is 0.294.